This data is from Full USPTO retrosynthesis dataset with 1.9M reactions from patents (1976-2016). The task is: Predict the reactants needed to synthesize the given product. Given the product [CH2:18]([O:1][C:2]1[CH:10]=[CH:9][C:5]2[O:6][CH2:7][O:8][C:4]=2[CH:3]=1)[C:19]#[C:20][CH3:21], predict the reactants needed to synthesize it. The reactants are: [OH:1][C:2]1[CH:10]=[CH:9][C:5]2[O:6][CH2:7][O:8][C:4]=2[CH:3]=1.C(=O)([O-])[O-].[K+].[K+].Br[CH2:18][C:19]#[C:20][CH3:21].